Dataset: Forward reaction prediction with 1.9M reactions from USPTO patents (1976-2016). Task: Predict the product of the given reaction. Given the reactants [Cl:1][C:2]1[CH:3]=[C:4]([NH:15][C:16]2[C:21]([C:22]#[N:23])=[CH:20][N:19]=[C:18]3[CH:24]=[C:25](I)[S:26][C:17]=23)[CH:5]=[CH:6][C:7]=1[S:8][C:9]1[N:10]([CH3:14])[CH:11]=[CH:12][N:13]=1.[CH2:28]([N:32]1[CH2:37][CH2:36][N:35]([CH3:38])[CH2:34][CH2:33]1)[CH2:29][C:30]#[CH:31].CC1(C)C(C)(C)OBO1, predict the reaction product. The product is: [Cl:1][C:2]1[CH:3]=[C:4]([NH:15][C:16]2[C:21]([C:22]#[N:23])=[CH:20][N:19]=[C:18]3[CH:24]=[C:25](/[CH:31]=[CH:30]/[CH2:29][CH2:28][N:32]4[CH2:33][CH2:34][N:35]([CH3:38])[CH2:36][CH2:37]4)[S:26][C:17]=23)[CH:5]=[CH:6][C:7]=1[S:8][C:9]1[N:10]([CH3:14])[CH:11]=[CH:12][N:13]=1.